Dataset: Reaction yield outcomes from USPTO patents with 853,638 reactions. Task: Predict the reaction yield, written as a fraction of the theoretical maximum amount of product (1.0 means a 100% yield; for example, 0.34 means a 34% yield). (1) The reactants are [Li]C(C)(C)C.[C:6]12([C:16]3[CH:17]=[C:18](Br)[CH:19]=[CH:20][C:21]=3[O:22][CH3:23])[CH2:15][CH:10]3[CH2:11][CH:12]([CH2:14][CH:8]([CH2:9]3)[CH2:7]1)[CH2:13]2.FC(F)(F)S(O[C:31]1[C:40]2[C:35](=[CH:36][C:37]([Br:41])=[CH:38][CH:39]=2)[CH:34]=[CH:33][CH:32]=1)(=O)=O. The catalyst is C1COCC1.[Cl-].[Cl-].[Zn+2].C1C=CC([P]([Pd]([P](C2C=CC=CC=2)(C2C=CC=CC=2)C2C=CC=CC=2)([P](C2C=CC=CC=2)(C2C=CC=CC=2)C2C=CC=CC=2)[P](C2C=CC=CC=2)(C2C=CC=CC=2)C2C=CC=CC=2)(C2C=CC=CC=2)C2C=CC=CC=2)=CC=1. The product is [C:6]12([C:16]3[CH:17]=[C:18]([C:32]4[CH:31]=[C:40]5[C:35](=[CH:34][CH:33]=4)[CH:36]=[C:37]([Br:41])[CH:38]=[CH:39]5)[CH:19]=[CH:20][C:21]=3[O:22][CH3:23])[CH2:7][CH:8]3[CH2:9][CH:10]([CH2:11][CH:12]([CH2:14]3)[CH2:13]1)[CH2:15]2. The yield is 0.290. (2) The reactants are [F:1][C:2]1[CH:8]=[C:7](I)[CH:6]=[CH:5][C:3]=1[NH2:4].[C:10]([Cu])#[N:11]. The catalyst is CN(C=O)C.CCOC(C)=O.[Cu]I. The product is [NH2:4][C:3]1[CH:5]=[CH:6][C:7]([C:10]#[N:11])=[CH:8][C:2]=1[F:1]. The yield is 1.00. (3) The catalyst is CN(C)C=O.O. The reactants are [Br:1][C:2]1[C:3]([O:12][CH3:13])=[CH:4][C:5]([CH:9]([CH3:11])[CH3:10])=[C:6]([OH:8])[CH:7]=1.C([O-])([O-])=O.[K+].[K+].I[CH2:21][C:22]#[N:23]. The yield is 0.630. The product is [Br:1][C:2]1[C:3]([O:12][CH3:13])=[CH:4][C:5]([CH:9]([CH3:11])[CH3:10])=[C:6]([CH:7]=1)[O:8][CH2:21][C:22]#[N:23].